From a dataset of Peptide-MHC class I binding affinity with 185,985 pairs from IEDB/IMGT. Regression. Given a peptide amino acid sequence and an MHC pseudo amino acid sequence, predict their binding affinity value. This is MHC class I binding data. The peptide sequence is TQGYFPDWQNY. The binding affinity (normalized) is 0. The MHC is HLA-A02:03 with pseudo-sequence HLA-A02:03.